From a dataset of Peptide-MHC class II binding affinity with 134,281 pairs from IEDB. Regression. Given a peptide amino acid sequence and an MHC pseudo amino acid sequence, predict their binding affinity value. This is MHC class II binding data. The MHC is DRB1_0701 with pseudo-sequence DRB1_0701. The binding affinity (normalized) is 0.655. The peptide sequence is VRNCDLPVWLSWQVA.